From a dataset of Full USPTO retrosynthesis dataset with 1.9M reactions from patents (1976-2016). Predict the reactants needed to synthesize the given product. (1) Given the product [NH2:2][C:3]1[N:11]=[C:10]([O:12][CH2:13][CH2:14][CH2:15][CH3:16])[N:9]=[C:8]2[C:4]=1[NH:5][C:6](=[O:21])[N:7]2[CH2:17][CH2:18][CH2:19][NH:35][CH:32]1[CH2:33][CH2:34][N:29]([CH2:22][C:23]2[CH:28]=[CH:27][CH:26]=[CH:25][CH:24]=2)[CH2:30][CH2:31]1, predict the reactants needed to synthesize it. The reactants are: Cl.[NH2:2][C:3]1[N:11]=[C:10]([O:12][CH2:13][CH2:14][CH2:15][CH3:16])[N:9]=[C:8]2[C:4]=1[NH:5][C:6](=[O:21])[N:7]2[CH2:17][CH2:18][CH2:19]Br.[CH2:22]([N:29]1[CH2:34][CH2:33][CH:32]([NH2:35])[CH2:31][CH2:30]1)[C:23]1[CH:28]=[CH:27][CH:26]=[CH:25][CH:24]=1. (2) Given the product [N+:9]([C:8]1[C:3]([CH2:2][P:12](=[O:19])([O:16][CH2:17][CH3:18])[O:13][CH2:14][CH3:15])=[N:4][CH:5]=[CH:6][CH:7]=1)([O-:11])=[O:10], predict the reactants needed to synthesize it. The reactants are: Br[CH2:2][C:3]1[C:8]([N+:9]([O-:11])=[O:10])=[CH:7][CH:6]=[CH:5][N:4]=1.[P:12]([O:19]CC)([O:16][CH2:17][CH3:18])[O:13][CH2:14][CH3:15]. (3) Given the product [NH2:1][C:2]1[N:3]=[C:4]([CH3:24])[C:5]2[CH:17]=[CH:18][C:19](=[O:20])[N:8]([C@H:9]3[CH2:14][CH2:13][C@H:12]([O:15][CH3:16])[CH2:11][CH2:10]3)[C:6]=2[N:7]=1, predict the reactants needed to synthesize it. The reactants are: [NH2:1][C:2]1[N:7]=[C:6]([NH:8][C@H:9]2[CH2:14][CH2:13][C@H:12]([O:15][CH3:16])[CH2:11][CH2:10]2)[C:5](/[CH:17]=[CH:18]/[C:19](OCC)=[O:20])=[C:4]([CH3:24])[N:3]=1.CCCCC=CCCCCC.C(N(CC)CC)C. (4) The reactants are: [B:1]([C:4]1[CH:5]=[C:6]([CH:23]=[CH:24][CH:25]=1)[CH2:7][O:8][C:9]([C:11]1[CH:12]=[C:13]([B:20]([OH:22])[OH:21])[CH:14]=[C:15]([N+:17]([O-])=O)[CH:16]=1)=[O:10])([OH:3])[OH:2]. Given the product [B:1]([C:4]1[CH:5]=[C:6]([CH:23]=[CH:24][CH:25]=1)[CH2:7][O:8][C:9]([C:11]1[CH:12]=[C:13]([B:20]([OH:21])[OH:22])[CH:14]=[C:15]([NH2:17])[CH:16]=1)=[O:10])([OH:2])[OH:3], predict the reactants needed to synthesize it. (5) Given the product [Br:18][C:19]1[C:20]([CH:21]=[O:22])=[C:23]([N:9]2[CH:8]=[CH:7][C:6]3[C:11](=[C:2]([F:1])[CH:3]=[C:4]([C:13]([CH3:17])([CH3:16])[C:14]#[N:15])[CH:5]=3)[C:10]2=[O:12])[CH:24]=[CH:25][CH:26]=1, predict the reactants needed to synthesize it. The reactants are: [F:1][C:2]1[CH:3]=[C:4]([C:13]([CH3:17])([CH3:16])[C:14]#[N:15])[CH:5]=[C:6]2[C:11]=1[C:10](=[O:12])[NH:9][CH:8]=[CH:7]2.[Br:18][C:19]1[CH:26]=[CH:25][CH:24]=[C:23](F)[C:20]=1[CH:21]=[O:22].C(=O)([O-])[O-].[K+].[K+].C(OCC)(=O)C. (6) Given the product [Cl:17][C:10]1[C:9]2[C:4](=[CH:5][CH:6]=[C:7]([C:18]([C:26]3[C:27]([CH3:33])=[N:28][C:29]([CH3:32])=[CH:30][CH:31]=3)([C:20]3[N:24]([CH3:25])[N:23]=[N:22][CH:21]=3)[OH:19])[CH:8]=2)[N:3]=[C:2]([O:42][CH3:41])[C:11]=1[CH2:12][C:13]([F:16])([F:15])[F:14], predict the reactants needed to synthesize it. The reactants are: Cl[C:2]1[C:11]([CH2:12][C:13]([F:16])([F:15])[F:14])=[C:10]([Cl:17])[C:9]2[C:4](=[CH:5][CH:6]=[C:7]([C:18]([C:26]3[C:27]([CH3:33])=[N:28][C:29]([CH3:32])=[CH:30][CH:31]=3)([C:20]3[N:24]([CH3:25])[N:23]=[N:22][CH:21]=3)[OH:19])[CH:8]=2)[N:3]=1.C1(C)C=CC=CC=1.[CH3:41][O-:42].[Na+]. (7) Given the product [C:16]([O:15][C:13]([NH:2][C:3]1[CH:7]=[CH:6][NH:5][C:4]=1[C:8]([O:10][CH2:11][CH3:12])=[O:9])=[O:14])([CH3:19])([CH3:18])[CH3:17], predict the reactants needed to synthesize it. The reactants are: Cl.[NH2:2][C:3]1[CH:7]=[CH:6][NH:5][C:4]=1[C:8]([O:10][CH2:11][CH3:12])=[O:9].[C:13](O[C:13]([O:15][C:16]([CH3:19])([CH3:18])[CH3:17])=[O:14])([O:15][C:16]([CH3:19])([CH3:18])[CH3:17])=[O:14]. (8) Given the product [C:1]([S:17][CH2:10][C:11]1[CH:16]=[CH:15][CH:14]=[CH:13][CH:12]=1)(=[S:19])[C:2]1[CH:7]=[CH:6][CH:5]=[CH:4][CH:3]=1, predict the reactants needed to synthesize it. The reactants are: [C:1](O)(=O)[C:2]1[CH:7]=[CH:6][CH:5]=[CH:4][CH:3]=1.[CH2:10]([SH:17])[C:11]1[CH:16]=[CH:15][CH:14]=[CH:13][CH:12]=1.P12(SP3(SP(SP(S3)(S1)=S)(=S)S2)=S)=[S:19].